From a dataset of TCR-epitope binding with 47,182 pairs between 192 epitopes and 23,139 TCRs. Binary Classification. Given a T-cell receptor sequence (or CDR3 region) and an epitope sequence, predict whether binding occurs between them. (1) The epitope is KLGGALQAK. The TCR CDR3 sequence is CASSFGGWTDTQYF. Result: 1 (the TCR binds to the epitope). (2) The epitope is TLIGDCATV. The TCR CDR3 sequence is CASSLIYGQQGSKSYEQYF. Result: 1 (the TCR binds to the epitope). (3) The epitope is IVTDFSVIK. The TCR CDR3 sequence is CASSLGSTNQPQHF. Result: 0 (the TCR does not bind to the epitope). (4) The epitope is QYDPVAALF. The TCR CDR3 sequence is CASSLTTADEKLFF. Result: 1 (the TCR binds to the epitope). (5) The epitope is KLWAQCVQL. The TCR CDR3 sequence is CASSLWGSSYEQYF. Result: 1 (the TCR binds to the epitope).